The task is: Predict the reactants needed to synthesize the given product.. This data is from Full USPTO retrosynthesis dataset with 1.9M reactions from patents (1976-2016). (1) Given the product [NH2:8][C@@H:7]1[C@H:2]([F:1])[C@H:3]([OH:14])[C@@H:4]([CH2:12][OH:13])[CH2:5][C@@H:6]1[OH:10], predict the reactants needed to synthesize it. The reactants are: [F:1][C@H:2]1[C@H:7]2[NH:8]C(=O)[O:10][C@H:6]2[CH2:5][C@H:4]([CH2:12][OH:13])[C@H:3]1[OH:14].[Li+].[OH-]. (2) Given the product [N:32]1([C:30]([C:25]2[CH:24]=[CH:29][CH:28]=[CH:27][C:26]=2[C:9]2[CH:10]=[CH:11][C:12]([C:15]3[CH:20]=[N:19][C:18]([NH2:21])=[N:17][CH:16]=3)=[N:13][CH:14]=2)=[O:31])[CH2:37][CH2:36][O:35][CH2:34][CH2:33]1, predict the reactants needed to synthesize it. The reactants are: CC1(C)C(C)(C)OB([C:9]2[CH:10]=[CH:11][C:12]([C:15]3[CH:16]=[N:17][C:18]([NH2:21])=[N:19][CH:20]=3)=[N:13][CH:14]=2)O1.Br[C:24]1[CH:29]=[CH:28][CH:27]=[CH:26][C:25]=1[C:30]([N:32]1[CH2:37][CH2:36][O:35][CH2:34][CH2:33]1)=[O:31].